From a dataset of TCR-epitope binding with 47,182 pairs between 192 epitopes and 23,139 TCRs. Binary Classification. Given a T-cell receptor sequence (or CDR3 region) and an epitope sequence, predict whether binding occurs between them. (1) The epitope is YLNTLTLAV. The TCR CDR3 sequence is CASRQPGGVNEQFF. Result: 0 (the TCR does not bind to the epitope). (2) The TCR CDR3 sequence is CASSFLDRGVDEQFF. Result: 0 (the TCR does not bind to the epitope). The epitope is VLWAHGFEL. (3) The epitope is YLQPRTFLL. The TCR CDR3 sequence is CASSLVGGGHSPLHF. Result: 0 (the TCR does not bind to the epitope). (4) The epitope is KLGGALQAK. The TCR CDR3 sequence is CAAAERNTGELFF. Result: 0 (the TCR does not bind to the epitope). (5) The epitope is HPVGEADYFEY. The TCR CDR3 sequence is CASGSPNEQFF. Result: 0 (the TCR does not bind to the epitope). (6) The epitope is RLRAEAQVK. The TCR CDR3 sequence is CAISESILWVVRMNTEAFF. Result: 1 (the TCR binds to the epitope). (7) Result: 1 (the TCR binds to the epitope). The TCR CDR3 sequence is CASSQTENTEAFF. The epitope is RQLLFVVEV.